From a dataset of Forward reaction prediction with 1.9M reactions from USPTO patents (1976-2016). Predict the product of the given reaction. Given the reactants [NH2:1][C@H:2]1[CH2:7][CH2:6][C@H:5]([NH:8][C:9]([C:11]2[C:15]3[N:16]=[CH:17][N:18]=[C:19]([C:20]4[CH:25]=[CH:24][CH:23]=[CH:22][C:21]=4[O:26][CH2:27][CH:28]4[CH2:30][CH2:29]4)[C:14]=3[NH:13][CH:12]=2)=[O:10])[CH2:4][CH2:3]1.Cl[C:32]([C:34]1([O:37]C(=O)C)[CH2:36][CH2:35]1)=[O:33], predict the reaction product. The product is: [OH:37][C:34]1([C:32]([NH:1][C@H:2]2[CH2:7][CH2:6][C@H:5]([NH:8][C:9]([C:11]3[C:15]4[N:16]=[CH:17][N:18]=[C:19]([C:20]5[CH:25]=[CH:24][CH:23]=[CH:22][C:21]=5[O:26][CH2:27][CH:28]5[CH2:29][CH2:30]5)[C:14]=4[NH:13][CH:12]=3)=[O:10])[CH2:4][CH2:3]2)=[O:33])[CH2:36][CH2:35]1.